From a dataset of Forward reaction prediction with 1.9M reactions from USPTO patents (1976-2016). Predict the product of the given reaction. (1) The product is: [O:1]=[C:2]1[NH:6][C:5](=[O:7])[CH:4]([CH2:8][C:9]2[CH:10]=[CH:11][C:12]([C:15]3[CH:20]=[CH:19][CH:18]=[C:17]([NH:21][C:22]([NH:24][C:25]4[CH:26]=[CH:27][CH:28]=[CH:29][CH:30]=4)=[O:23])[CH:16]=3)=[CH:13][CH:14]=2)[S:3]1. Given the reactants [O:1]=[C:2]1[NH:6][C:5](=[O:7])[C:4](=[CH:8][C:9]2[CH:14]=[CH:13][C:12]([C:15]3[CH:20]=[CH:19][CH:18]=[C:17]([NH:21][C:22]([NH:24][C:25]4[CH:30]=[CH:29][CH:28]=[CH:27][CH:26]=4)=[O:23])[CH:16]=3)=[CH:11][CH:10]=2)[S:3]1.[H][H], predict the reaction product. (2) Given the reactants Br[C:2]1[C:6]2[N:7]=[C:8]([Cl:11])[N:9]=[CH:10][C:5]=2[S:4][CH:3]=1.[C:12]1(B(O)O)[CH:17]=[CH:16][CH:15]=[CH:14][CH:13]=1.C(=O)([O-])[O-].[Na+].[Na+].C(O)(C)C, predict the reaction product. The product is: [Cl:11][C:8]1[N:9]=[CH:10][C:5]2[S:4][CH:3]=[C:2]([C:12]3[CH:17]=[CH:16][CH:15]=[CH:14][CH:13]=3)[C:6]=2[N:7]=1.